From a dataset of Full USPTO retrosynthesis dataset with 1.9M reactions from patents (1976-2016). Predict the reactants needed to synthesize the given product. (1) Given the product [Br:10][CH2:1][C:2]1[S:6][CH:5]=[N:4][C:3]=1[C:7](=[O:9])[CH3:8], predict the reactants needed to synthesize it. The reactants are: [CH3:1][C:2]1[S:6][CH:5]=[N:4][C:3]=1[CH:7]([OH:9])[CH3:8].[Br:10]N1C(=O)CCC1=O.C1(C(OOC(=O)C2C=CC=CC=2)=O)C=CC=CC=1. (2) Given the product [Cl:36][C:6]1[CH:5]=[C:4]([C:1]([OH:3])([CH3:37])[CH3:2])[CH:9]=[C:8]([Cl:10])[C:7]=1[NH:11][C:12]1[C:21]2[CH:20]=[CH:19][NH:18][C:17](=[O:22])[C:16]=2[C:15]2[CH:23]=[C:24]([C:27]3[N:28]=[C:29]([C:32]([OH:35])([CH3:33])[CH3:34])[S:30][CH:31]=3)[CH:25]=[CH:26][C:14]=2[N:13]=1, predict the reactants needed to synthesize it. The reactants are: [C:1]([C:4]1[CH:9]=[C:8]([Cl:10])[C:7]([NH:11][C:12]2[C:21]3[CH:20]=[CH:19][NH:18][C:17](=[O:22])[C:16]=3[C:15]3[CH:23]=[C:24]([C:27]4[N:28]=[C:29]([C:32]([OH:35])([CH3:34])[CH3:33])[S:30][CH:31]=4)[CH:25]=[CH:26][C:14]=3[N:13]=2)=[C:6]([Cl:36])[CH:5]=1)(=[O:3])[CH3:2].[CH3:37][Mg]Br. (3) Given the product [Br:14][CH2:13][C:12]1[C:3]2[C:2]([CH3:1])=[CH:7][C:6]([CH3:8])=[CH:5][C:4]=2[S:9][CH:11]=1, predict the reactants needed to synthesize it. The reactants are: [CH3:1][C:2]1[CH:3]=[C:4]([S:9]([CH2:11][C:12]#[CH:13])=O)[CH:5]=[C:6]([CH3:8])[CH:7]=1.[BrH:14].C(OCC)(=O)C.